This data is from NCI-60 drug combinations with 297,098 pairs across 59 cell lines. The task is: Regression. Given two drug SMILES strings and cell line genomic features, predict the synergy score measuring deviation from expected non-interaction effect. (1) Drug 1: CC1=C(C=C(C=C1)NC(=O)C2=CC=C(C=C2)CN3CCN(CC3)C)NC4=NC=CC(=N4)C5=CN=CC=C5. Drug 2: C1CCC(C(C1)N)N.C(=O)(C(=O)[O-])[O-].[Pt+4]. Cell line: SF-539. Synergy scores: CSS=24.4, Synergy_ZIP=-3.34, Synergy_Bliss=-1.89, Synergy_Loewe=0.495, Synergy_HSA=2.23. (2) Drug 1: C1=CC(=CC=C1C#N)C(C2=CC=C(C=C2)C#N)N3C=NC=N3. Drug 2: CCC(=C(C1=CC=CC=C1)C2=CC=C(C=C2)OCCN(C)C)C3=CC=CC=C3.C(C(=O)O)C(CC(=O)O)(C(=O)O)O. Cell line: RPMI-8226. Synergy scores: CSS=8.24, Synergy_ZIP=1.39, Synergy_Bliss=5.54, Synergy_Loewe=6.45, Synergy_HSA=2.55.